Dataset: Reaction yield outcomes from USPTO patents with 853,638 reactions. Task: Predict the reaction yield, written as a fraction of the theoretical maximum amount of product (1.0 means a 100% yield; for example, 0.34 means a 34% yield). (1) The reactants are [CH:1]#[C:2][CH2:3][CH2:4][CH2:5][CH2:6][CH2:7][CH2:8][CH3:9].Br[C:11]1[CH:16]=[CH:15][C:14]([C:17]2[CH:22]=[CH:21][C:20]([C:23]([O:25][CH3:26])=[O:24])=[CH:19][CH:18]=2)=[CH:13][CH:12]=1.CCN(C(C)C)C(C)C. The catalyst is CN(C=O)C.CCOC(C)=O.[Cu]I.N#N.C1C=CC([P]([Pd]([P](C2C=CC=CC=2)(C2C=CC=CC=2)C2C=CC=CC=2)([P](C2C=CC=CC=2)(C2C=CC=CC=2)C2C=CC=CC=2)[P](C2C=CC=CC=2)(C2C=CC=CC=2)C2C=CC=CC=2)(C2C=CC=CC=2)C2C=CC=CC=2)=CC=1. The product is [C:1]([C:11]1[CH:16]=[CH:15][C:14]([C:17]2[CH:22]=[CH:21][C:20]([C:23]([O:25][CH3:26])=[O:24])=[CH:19][CH:18]=2)=[CH:13][CH:12]=1)#[C:2][CH2:3][CH2:4][CH2:5][CH2:6][CH2:7][CH2:8][CH3:9]. The yield is 0.340. (2) The reactants are [C:1]([C:5]1[N:9]([CH2:10][CH:11]2[CH2:16][CH2:15][O:14][CH2:13][CH2:12]2)[C:8]2[CH:17]=[CH:18][C:19]([S:21](Cl)(=[O:23])=[O:22])=[CH:20][C:7]=2[N:6]=1)([CH3:4])([CH3:3])[CH3:2].[NH:25]1[CH2:30][CH2:29][O:28][CH2:27][CH2:26]1. The catalyst is CN(C1C=CN=CC=1)C.CC#N. The product is [C:1]([C:5]1[N:9]([CH2:10][CH:11]2[CH2:16][CH2:15][O:14][CH2:13][CH2:12]2)[C:8]2[CH:17]=[CH:18][C:19]([S:21]([N:25]3[CH2:30][CH2:29][O:28][CH2:27][CH2:26]3)(=[O:23])=[O:22])=[CH:20][C:7]=2[N:6]=1)([CH3:4])([CH3:3])[CH3:2]. The yield is 0.500.